From a dataset of Peptide-MHC class I binding affinity with 185,985 pairs from IEDB/IMGT. Regression. Given a peptide amino acid sequence and an MHC pseudo amino acid sequence, predict their binding affinity value. This is MHC class I binding data. (1) The peptide sequence is KQFDTYNLW. The MHC is HLA-A69:01 with pseudo-sequence HLA-A69:01. The binding affinity (normalized) is 0.0847. (2) The peptide sequence is NFFVFIHMVR. The MHC is HLA-A03:01 with pseudo-sequence HLA-A03:01. The binding affinity (normalized) is 0.523. (3) The peptide sequence is TTTFITVLT. The MHC is HLA-A02:03 with pseudo-sequence HLA-A02:03. The binding affinity (normalized) is 0.163. (4) The peptide sequence is TSVDLNAPV. The MHC is HLA-A68:02 with pseudo-sequence HLA-A68:02. The binding affinity (normalized) is 1.00. (5) The peptide sequence is MLVTLPVYS. The MHC is HLA-A68:02 with pseudo-sequence HLA-A68:02. The binding affinity (normalized) is 0.354. (6) The peptide sequence is LLACAGLAY. The MHC is Mamu-A02 with pseudo-sequence Mamu-A02. The binding affinity (normalized) is 0.629. (7) The peptide sequence is NELDPVDLL. The MHC is H-2-Kk with pseudo-sequence H-2-Kk. The binding affinity (normalized) is 0.478. (8) The peptide sequence is MPSLTLACL. The MHC is HLA-B53:01 with pseudo-sequence HLA-B53:01. The binding affinity (normalized) is 0.726.